This data is from Forward reaction prediction with 1.9M reactions from USPTO patents (1976-2016). The task is: Predict the product of the given reaction. (1) Given the reactants [N+:1]([CH2:4][C:5]1([CH2:15][C:16]([O:18]C)=O)[CH2:14][CH2:13][C:8]2([O:12][CH2:11][CH2:10][O:9]2)[CH2:7][CH2:6]1)([O-])=O, predict the reaction product. The product is: [O:12]1[C:8]2([CH2:13][CH2:14][C:5]3([CH2:15][C:16](=[O:18])[NH:1][CH2:4]3)[CH2:6][CH2:7]2)[O:9][CH2:10][CH2:11]1. (2) The product is: [CH3:26][O:25][C:16]1[CH:15]=[C:14]([C:5]2[N:4]=[N:3][C:2]([NH2:1])=[N:7][C:6]=2[C:8]2[CH:9]=[CH:10][CH:11]=[CH:12][CH:13]=2)[CH:19]=[C:18]([O:20][C:21]([F:24])([F:22])[F:23])[CH:17]=1. Given the reactants [NH2:1][C:2]1[N:3]=[N:4][C:5]([C:14]2[CH:15]=[C:16]([OH:25])[CH:17]=[C:18]([O:20][C:21]([F:24])([F:23])[F:22])[CH:19]=2)=[C:6]([C:8]2[CH:13]=[CH:12][CH:11]=[CH:10][CH:9]=2)[N:7]=1.[C:26]1(O)C=CC=CC=1.IC, predict the reaction product. (3) Given the reactants [C:1](Cl)(=[O:8])[C:2]1[CH:7]=[CH:6][CH:5]=[CH:4][CH:3]=1.[NH2:10][C:11]1[CH:16]=[CH:15][C:14]([C:17]([OH:27])([CH3:26])[CH2:18][NH:19][S:20]([CH:23]([CH3:25])[CH3:24])(=[O:22])=[O:21])=[CH:13][CH:12]=1.C(N(CC)CC)C.O, predict the reaction product. The product is: [OH:27][C:17]([C:14]1[CH:13]=[CH:12][C:11]([NH:10][C:1](=[O:8])[C:2]2[CH:7]=[CH:6][CH:5]=[CH:4][CH:3]=2)=[CH:16][CH:15]=1)([CH3:26])[CH2:18][NH:19][S:20]([CH:23]([CH3:24])[CH3:25])(=[O:22])=[O:21].